Dataset: Catalyst prediction with 721,799 reactions and 888 catalyst types from USPTO. Task: Predict which catalyst facilitates the given reaction. (1) Reactant: [CH2:1]([O:8][C:9](=[O:40])[N:10]([CH2:20][C:21]1[CH:26]=[CH:25][CH:24]=[C:23]([C:27]2[C:31]([C:32]3[CH2:37][CH2:36][CH2:35][CH2:34][CH:33]=3)=[C:30]([NH2:38])[N:29]([CH3:39])[N:28]=2)[CH:22]=1)[CH2:11][C:12]1[CH:17]=[CH:16][C:15]([O:18][CH3:19])=[CH:14][CH:13]=1)[C:2]1[CH:7]=[CH:6][CH:5]=[CH:4][CH:3]=1.C(N=[C:44]=[O:45])C. Product: [CH3:19][O:18][C:15]1[CH:14]=[CH:13][C:12]([CH2:11][N:10]([CH2:20][C:21]2[CH:26]=[CH:25][CH:24]=[C:23]([C:27]3[C:31]4[C:32]5[CH2:37][CH2:36][CH2:35][CH2:34][C:33]=5[C:44](=[O:45])[NH:38][C:30]=4[N:29]([CH3:39])[N:28]=3)[CH:22]=2)[C:9](=[O:40])[O:8][CH2:1][C:2]2[CH:3]=[CH:4][CH:5]=[CH:6][CH:7]=2)=[CH:17][CH:16]=1. The catalyst class is: 17. (2) Reactant: [Cl:1][C:2]1[CH:3]=[C:4]([CH:13]=[CH:14][CH:15]=1)[CH2:5][N:6]1[CH2:11][CH2:10][NH:9][CH2:8][C:7]1=[O:12].C([O:18][CH:19]=[C:20]([C:26](OCC)=O)[C:21]([O:23][CH2:24][CH3:25])=[O:22])C.C[Si]([N-][Si](C)(C)C)(C)C.[Li+].C1COCC1. Product: [Cl:1][C:2]1[CH:3]=[C:4]([CH:13]=[CH:14][CH:15]=1)[CH2:5][N:6]1[CH2:11][CH2:10][N:9]2[CH:26]=[C:20]([C:21]([O:23][CH2:24][CH3:25])=[O:22])[C:19]([OH:18])=[C:8]2[C:7]1=[O:12]. The catalyst class is: 11. (3) Reactant: C(Br)(Br)(Br)Br.[C:6]1([S:12]([CH2:15][C:16]2[C:21]([C:22]([O:24][CH3:25])=[O:23])=[C:20](O)[C:19]([C:27]3[CH:31]=[CH:30][O:29][C:28]=3[CH2:32][OH:33])=[CH:18][CH:17]=2)(=[O:14])=[O:13])[CH:11]=[CH:10][CH:9]=[CH:8][CH:7]=1.C1(P(C2C=CC=CC=2)C2C=CC=CC=2)C=CC=CC=1. Product: [C:6]1([S:12]([CH2:15][C:16]2[C:21]([C:22]([O:24][CH3:25])=[O:23])=[C:20]3[C:19]([C:27]4[CH:31]=[CH:30][O:29][C:28]=4[CH2:32][O:33]3)=[CH:18][CH:17]=2)(=[O:14])=[O:13])[CH:7]=[CH:8][CH:9]=[CH:10][CH:11]=1. The catalyst class is: 2. (4) Reactant: [NH2:1][C:2]1[CH:3]=[N:4][CH:5]=[C:6]([Br:8])[CH:7]=1.[I:9]N1C(=O)CCC1=O. Product: [Br:8][C:6]1[CH:7]=[C:2]([NH2:1])[C:3]([I:9])=[N:4][CH:5]=1. The catalyst class is: 15. (5) Reactant: Cl.Cl.[CH2:3]([O:5][C:6]1[CH:7]=[C:8]2[C:13](=[C:14]3[CH2:18][C:17]([CH3:20])([CH3:19])[O:16][C:15]=13)[C:12]([C:21]1[CH:26]=[CH:25][C:24]([NH2:27])=[CH:23][CH:22]=1)=[N:11][C:10]([CH3:29])([CH3:28])[CH2:9]2)[CH3:4].C(N(CC)CC)C.[C:37](Cl)(=[O:39])[CH3:38]. Product: [CH2:3]([O:5][C:6]1[CH:7]=[C:8]2[C:13](=[C:14]3[CH2:18][C:17]([CH3:20])([CH3:19])[O:16][C:15]=13)[C:12]([C:21]1[CH:26]=[CH:25][C:24]([NH:27][C:37](=[O:39])[CH3:38])=[CH:23][CH:22]=1)=[N:11][C:10]([CH3:28])([CH3:29])[CH2:9]2)[CH3:4]. The catalyst class is: 7. (6) Reactant: [CH3:1][O:2][C:3](=[O:24])[CH2:4][C:5]1[C:14]([CH3:15])=[C:13]([C:16]2[CH:21]=[CH:20][C:19]([NH2:22])=[CH:18][CH:17]=2)[C:12]2[C:7](=[CH:8][CH:9]=[C:10]([Cl:23])[CH:11]=2)[CH:6]=1.[F:25][C:26]([F:38])([F:37])[C:27]1[CH:32]=[CH:31][CH:30]=[CH:29][C:28]=1[S:33](Cl)(=[O:35])=[O:34].C(N(C(C)C)CC)(C)C. Product: [CH3:1][O:2][C:3](=[O:24])[CH2:4][C:5]1[C:14]([CH3:15])=[C:13]([C:16]2[CH:21]=[CH:20][C:19]([NH:22][S:33]([C:28]3[CH:29]=[CH:30][CH:31]=[CH:32][C:27]=3[C:26]([F:25])([F:37])[F:38])(=[O:35])=[O:34])=[CH:18][CH:17]=2)[C:12]2[C:7](=[CH:8][CH:9]=[C:10]([Cl:23])[CH:11]=2)[CH:6]=1. The catalyst class is: 1. (7) Reactant: [I:1][C:2]1[CH:3]=[CH:4][C:5]2[N:6]([CH:8]=[CH:9][N:10]=2)[CH:7]=1.[Br:11]Br. Product: [Br:11][C:8]1[N:6]2[CH:7]=[C:2]([I:1])[CH:3]=[CH:4][C:5]2=[N:10][CH:9]=1. The catalyst class is: 15.